The task is: Regression. Given a peptide amino acid sequence and an MHC pseudo amino acid sequence, predict their binding affinity value. This is MHC class II binding data.. This data is from Peptide-MHC class II binding affinity with 134,281 pairs from IEDB. (1) The peptide sequence is VDGMAWFTPVGLAVD. The MHC is DRB4_0101 with pseudo-sequence DRB4_0103. The binding affinity (normalized) is 0.424. (2) The peptide sequence is RGIVKENIIDLTKIDR. The MHC is HLA-DQA10501-DQB10301 with pseudo-sequence HLA-DQA10501-DQB10301. The binding affinity (normalized) is 0.171. (3) The peptide sequence is SQDLELSWNLNGYQAY. The binding affinity (normalized) is 0.260. The MHC is HLA-DQA10301-DQB10302 with pseudo-sequence HLA-DQA10301-DQB10302. (4) The peptide sequence is SVVGWPTVRERMRRA. The MHC is DRB1_1302 with pseudo-sequence DRB1_1302. The binding affinity (normalized) is 0. (5) The peptide sequence is LEHEMWRSRADEINA. The MHC is DRB5_0101 with pseudo-sequence DRB5_0101. The binding affinity (normalized) is 0.413. (6) The peptide sequence is KYSYYPEDPVKLASI. The MHC is HLA-DQA10102-DQB10501 with pseudo-sequence HLA-DQA10102-DQB10501. The binding affinity (normalized) is 0.411. (7) The peptide sequence is KGLPIRYQTTATKSE. The MHC is DRB1_1302 with pseudo-sequence DRB1_1302. The binding affinity (normalized) is 0.272. (8) The peptide sequence is INDPTAAAIAYGLDR. The MHC is HLA-DQA10102-DQB10602 with pseudo-sequence HLA-DQA10102-DQB10602. The binding affinity (normalized) is 0.850. (9) The peptide sequence is GKQLYNVEATSYALLALLQLKDFD. The MHC is DRB1_1501 with pseudo-sequence DRB1_1501. The binding affinity (normalized) is 0. (10) The peptide sequence is MKGVERLAVMGDTAW. The MHC is HLA-DQA10501-DQB10402 with pseudo-sequence HLA-DQA10501-DQB10402. The binding affinity (normalized) is 0.356.